Dataset: Full USPTO retrosynthesis dataset with 1.9M reactions from patents (1976-2016). Task: Predict the reactants needed to synthesize the given product. (1) Given the product [CH:39]([N:42]1[CH2:47][CH2:46][CH:45]([NH:48][C:25]([NH:23][C:18]2[CH:19]=[C:20]3[C:15](=[CH:16][CH:17]=2)[N:14]=[C:13]([NH:12][CH:9]2[C:8]4[C:3]([O:2][CH3:1])=[CH:4][CH:5]=[CH:6][C:7]=4[O:11][CH2:10]2)[CH:22]=[CH:21]3)=[O:26])[CH2:44][CH2:43]1)([CH3:41])[CH3:40], predict the reactants needed to synthesize it. The reactants are: [CH3:1][O:2][C:3]1[C:8]2[CH:9]([NH:12][C:13]3[CH:22]=[CH:21][C:20]4[C:15](=[CH:16][CH:17]=[C:18]([NH2:23])[CH:19]=4)[N:14]=3)[CH2:10][O:11][C:7]=2[CH:6]=[CH:5][CH:4]=1.Cl[C:25](OC1C=CC([N+]([O-])=O)=CC=1)=[O:26].Cl.Cl.[CH:39]([N:42]1[CH2:47][CH2:46][CH:45]([NH2:48])[CH2:44][CH2:43]1)([CH3:41])[CH3:40]. (2) Given the product [F:3][C:4]1[CH:9]=[CH:8][C:7]([S:10][C:12]2[CH:16]=[CH:15][S:14][C:13]=2[CH:17]=[O:18])=[CH:6][CH:5]=1, predict the reactants needed to synthesize it. The reactants are: [H-].[Na+].[F:3][C:4]1[CH:9]=[CH:8][C:7]([SH:10])=[CH:6][CH:5]=1.Br[C:12]1[CH:16]=[CH:15][S:14][C:13]=1[CH:17]=[O:18]. (3) Given the product [N:29]1[C:38]2[C:33](=[N:34][CH:35]=[CH:36][N:37]=2)[C:32]([NH:39][C:12]([CH:9]2[CH2:8][CH2:7][N:6]([C:4]3[C:3]4[CH:15]=[CH:16][CH:17]=[CH:18][C:2]=4[S:1][CH:5]=3)[CH2:11][CH2:10]2)=[O:14])=[N:31][CH:30]=1, predict the reactants needed to synthesize it. The reactants are: [S:1]1[CH:5]=[C:4]([N:6]2[CH2:11][CH2:10][CH:9]([C:12]([OH:14])=O)[CH2:8][CH2:7]2)[C:3]2[CH:15]=[CH:16][CH:17]=[CH:18][C:2]1=2.BrC1C2C=CC=CC=2SC=1.[N:29]1[C:38]2[C:33](=[N:34][CH:35]=[CH:36][N:37]=2)[C:32]([NH2:39])=[N:31][CH:30]=1. (4) Given the product [CH2:8]([N:15]1[CH2:20][CH2:19][CH2:18][CH:17]([CH2:21][N:22]([C:27]2[CH:28]=[CH:29][CH:30]=[CH:31][CH:32]=2)[C:23](=[O:26])[CH2:24][CH3:25])[CH2:16]1)[CH2:39][C:33]1[CH:38]=[CH:37][CH:36]=[CH:35][CH:34]=1, predict the reactants needed to synthesize it. The reactants are: FC(F)(F)C(O)=O.[C:8]([N:15]1[CH2:20][CH2:19][CH2:18][CH:17]([CH2:21][N:22]([C:27]2[CH:32]=[CH:31][CH:30]=[CH:29][CH:28]=2)[C:23](=[O:26])[CH2:24][CH3:25])[CH2:16]1)(OC(C)(C)C)=O.[C:33]1([CH2:39]C=O)[CH:38]=[CH:37][CH:36]=[CH:35][CH:34]=1.[BH-](OC(C)=O)(OC(C)=O)OC(C)=O.[Na+].